This data is from Forward reaction prediction with 1.9M reactions from USPTO patents (1976-2016). The task is: Predict the product of the given reaction. (1) The product is: [CH2:2]([C:4]12[CH2:19][CH2:18][C:20](=[O:21])[CH:22]=[C:5]1[CH2:6][CH2:7][CH2:8][C:9]1[CH:14]=[C:13]([O:15][CH3:16])[CH:12]=[CH:11][C:10]=12)[CH3:3]. Given the reactants [Na].[CH2:2]([CH:4]1[C:10]2[CH:11]=[CH:12][C:13]([O:15][CH3:16])=[CH:14][C:9]=2[CH2:8][CH2:7][CH2:6][C:5]1=O)[CH3:3].[CH:18]([C:20]([CH3:22])=[O:21])=[CH2:19], predict the reaction product. (2) The product is: [NH2:1][C:2]1[CH:7]=[CH:6][C:5]([C:8]2[C:10]([C:12]3[CH:17]=[CH:16][C:15]([NH2:18])=[CH:14][CH:13]=3)=[N:26][C:19]3[C:20](=[CH:21][CH:22]=[CH:23][CH:24]=3)[N:25]=2)=[CH:4][CH:3]=1. Given the reactants [NH2:1][C:2]1[CH:7]=[CH:6][C:5]([C:8]([C:10]([C:12]2[CH:17]=[CH:16][C:15]([NH2:18])=[CH:14][CH:13]=2)=O)=O)=[CH:4][CH:3]=1.[C:19]1([NH2:26])[CH:24]=[CH:23][CH:22]=[CH:21][C:20]=1[NH2:25], predict the reaction product. (3) Given the reactants [O:1]=[CH:2][C@@H:3]([C@H:5]([C@H:7]([C@@H:9]([CH2:11][OH:12])[OH:10])[OH:8])[OH:6])[OH:4].[O:13]=[O:14], predict the reaction product. The product is: [OH:13][OH:14].[O:1]=[CH:2][C@@H:3]([C@H:5]([C@H:7]([C@@H:9]([CH:11]=[O:12])[OH:10])[OH:8])[OH:6])[OH:4].